This data is from Reaction yield outcomes from USPTO patents with 853,638 reactions. The task is: Predict the reaction yield, written as a fraction of the theoretical maximum amount of product (1.0 means a 100% yield; for example, 0.34 means a 34% yield). (1) The reactants are [H-].[Na+].[CH3:3][O:4][CH2:5][C@H:6]1[CH2:10][CH2:9][CH2:8][N:7]1[C:11]([C:13]1[S:21][C:20]2[C:15](=[N:16][CH:17]=[CH:18][C:19]=2[O:22][C:23]2[CH:24]=[C:25]3[C:29](=[CH:30][CH:31]=2)[NH:28][C:27]([CH3:32])=[CH:26]3)[CH:14]=1)=[O:12].[CH2:33](I)[CH3:34]. The catalyst is CN(C=O)C. The product is [CH2:33]([N:28]1[C:29]2[C:25](=[CH:24][C:23]([O:22][C:19]3[CH:18]=[CH:17][N:16]=[C:15]4[CH:14]=[C:13]([C:11]([N:7]5[CH2:8][CH2:9][CH2:10][C@@H:6]5[CH2:5][O:4][CH3:3])=[O:12])[S:21][C:20]=34)=[CH:31][CH:30]=2)[CH:26]=[C:27]1[CH3:32])[CH3:34]. The yield is 0.510. (2) The reactants are [C:1]([C:3]1[CH:4]=[C:5]([CH2:27][C:28]([O:30][C:31]([CH3:34])([CH3:33])[CH3:32])=[O:29])[CH:6]=[CH:7][C:8]=1[O:9][C:10]1[CH:15]=[CH:14][C:13]([NH:16][C:17](=[O:26])[C:18]2[CH:23]=[CH:22][C:21]([Cl:24])=[C:20]([Cl:25])[CH:19]=2)=[CH:12][CH:11]=1)#[N:2].C(OCC)(=O)C. The catalyst is N.CO.[Ni]. The product is [NH2:2][CH2:1][C:3]1[CH:4]=[C:5]([CH2:27][C:28]([O:30][C:31]([CH3:34])([CH3:33])[CH3:32])=[O:29])[CH:6]=[CH:7][C:8]=1[O:9][C:10]1[CH:11]=[CH:12][C:13]([NH:16][C:17](=[O:26])[C:18]2[CH:23]=[CH:22][C:21]([Cl:24])=[C:20]([Cl:25])[CH:19]=2)=[CH:14][CH:15]=1. The yield is 0.992. (3) The reactants are [CH3:1][C:2]1([CH3:16])[C:7]2[CH:8]=[C:9](B(O)O)[CH:10]=[CH:11][C:6]=2[NH:5][C:4](=[O:15])[O:3]1.[Br:17][C:18]1[CH:23]=[C:22]([F:24])[CH:21]=[C:20](Br)[CH:19]=1.C(=O)([O-])[O-].[Na+].[Na+]. The catalyst is COCCOC.O.C1C=CC([P]([Pd]([P](C2C=CC=CC=2)(C2C=CC=CC=2)C2C=CC=CC=2)([P](C2C=CC=CC=2)(C2C=CC=CC=2)C2C=CC=CC=2)[P](C2C=CC=CC=2)(C2C=CC=CC=2)C2C=CC=CC=2)(C2C=CC=CC=2)C2C=CC=CC=2)=CC=1. The product is [Br:17][C:18]1[CH:19]=[C:20]([C:9]2[CH:10]=[CH:11][C:6]3[NH:5][C:4](=[O:15])[O:3][C:2]([CH3:16])([CH3:1])[C:7]=3[CH:8]=2)[CH:21]=[C:22]([F:24])[CH:23]=1. The yield is 0.400. (4) The reactants are C(O)(=O)C.[Br:5][C:6]1[CH:7]=[N:8][CH:9]=[CH:10][C:11]=1[CH:12]=O.[NH:14]1[CH2:18][CH2:17][CH2:16][CH2:15]1.[BH-](OC(C)=O)(OC(C)=O)OC(C)=O.[Na+]. The catalyst is ClCCCl.CCCCCC.C(OCC)(=O)C. The product is [Br:5][C:6]1[CH:7]=[N:8][CH:9]=[CH:10][C:11]=1[CH2:12][N:14]1[CH2:18][CH2:17][CH2:16][CH2:15]1. The yield is 0.982. (5) The reactants are C([O:4][CH2:5][C:6]1[C:7]([N:31]2[CH2:43][CH2:42][N:34]3[C:35]4[CH2:36][CH2:37][CH2:38][CH2:39][C:40]=4[CH:41]=[C:33]3[C:32]2=[O:44])=[N:8][CH:9]=[CH:10][C:11]=1[C:12]1[CH:17]=[C:16]([NH:18][C:19]2[CH:24]=[CH:23][C:22]([S:25]([CH3:28])(=[O:27])=[O:26])=[CH:21][N:20]=2)[C:15](=[O:29])[N:14]([CH3:30])[CH:13]=1)(=O)C.O.[Li+].[OH-]. The catalyst is C1COCC1. The product is [OH:4][CH2:5][C:6]1[C:7]([N:31]2[CH2:43][CH2:42][N:34]3[C:35]4[CH2:36][CH2:37][CH2:38][CH2:39][C:40]=4[CH:41]=[C:33]3[C:32]2=[O:44])=[N:8][CH:9]=[CH:10][C:11]=1[C:12]1[CH:17]=[C:16]([NH:18][C:19]2[CH:24]=[CH:23][C:22]([S:25]([CH3:28])(=[O:27])=[O:26])=[CH:21][N:20]=2)[C:15](=[O:29])[N:14]([CH3:30])[CH:13]=1. The yield is 0.900. (6) The reactants are [OH:1][CH2:2][CH2:3][N:4]1[C:8](=[O:9])[N:7]([C:10]2[S:11][C:12]([C:16]([NH:18][CH2:19][C:20]3[CH:21]=[N:22][CH:23]=[CH:24][CH:25]=3)=[O:17])=[C:13]([CH3:15])[N:14]=2)[CH:6]=[N:5]1.[H-].[Na+].Br[CH2:29][C:30]1[CH:35]=[CH:34][C:33]([F:36])=[CH:32][CH:31]=1. The catalyst is O1CCCC1.C(OCC)(=O)C. The product is [F:36][C:33]1[CH:34]=[CH:35][C:30]([CH2:29][O:1][CH2:2][CH2:3][N:4]2[C:8](=[O:9])[N:7]([C:10]3[S:11][C:12]([C:16]([NH:18][CH2:19][C:20]4[CH:21]=[N:22][CH:23]=[CH:24][CH:25]=4)=[O:17])=[C:13]([CH3:15])[N:14]=3)[CH:6]=[N:5]2)=[CH:31][CH:32]=1. The yield is 0.460.